Dataset: Forward reaction prediction with 1.9M reactions from USPTO patents (1976-2016). Task: Predict the product of the given reaction. (1) Given the reactants Cl[C:2]1[CH:9]=[C:8]([CH3:10])[C:5]([C:6]#[N:7])=[C:4]([S:11]([CH2:14][CH3:15])(=[O:13])=[O:12])[CH:3]=1.[NH:16]1[CH2:21][CH2:20][O:19][CH2:18][CH2:17]1.C(=O)([O-])[O-].[K+].[K+], predict the reaction product. The product is: [CH2:14]([S:11]([C:4]1[CH:3]=[C:2]([N:16]2[CH2:21][CH2:20][O:19][CH2:18][CH2:17]2)[CH:9]=[C:8]([CH3:10])[C:5]=1[C:6]#[N:7])(=[O:13])=[O:12])[CH3:15]. (2) Given the reactants [F:1][C:2]1[C:7]([S:8](Cl)(=[O:10])=[O:9])=[C:6]([F:12])[C:5]([F:13])=[C:4]([F:14])[C:3]=1[F:15].[OH-:16].[K+:17], predict the reaction product. The product is: [F:1][C:2]1[C:7]([S:8]([O-:16])(=[O:10])=[O:9])=[C:6]([F:12])[C:5]([F:13])=[C:4]([F:14])[C:3]=1[F:15].[K+:17].